This data is from Peptide-MHC class II binding affinity with 134,281 pairs from IEDB. The task is: Regression. Given a peptide amino acid sequence and an MHC pseudo amino acid sequence, predict their binding affinity value. This is MHC class II binding data. (1) The peptide sequence is ANVMAASLRKAGKSV. The MHC is DRB1_0701 with pseudo-sequence DRB1_0701. The binding affinity (normalized) is 0.473. (2) The peptide sequence is GELQMVDKIDAAFKI. The MHC is DRB1_1101 with pseudo-sequence DRB1_1101. The binding affinity (normalized) is 0.483. (3) The peptide sequence is EKLYFAATQFEPLAA. The MHC is HLA-DQA10501-DQB10301 with pseudo-sequence HLA-DQA10501-DQB10301. The binding affinity (normalized) is 0.257. (4) The peptide sequence is AFILDGDNLFPNV. The MHC is DRB1_0401 with pseudo-sequence DRB1_0401. The binding affinity (normalized) is 0.625. (5) The peptide sequence is DTRLMRLEDEMKEGR. The MHC is DRB1_0901 with pseudo-sequence DRB1_0901. The binding affinity (normalized) is 0.0172. (6) The binding affinity (normalized) is 0.246. The MHC is DRB1_0802 with pseudo-sequence DRB1_0802. The peptide sequence is VSGAAVVSGFVVASL. (7) The MHC is DRB1_1001 with pseudo-sequence DRB1_1001. The binding affinity (normalized) is 0.979. The peptide sequence is ELFVAAYVPYVAWLV. (8) The peptide sequence is MGASYFAADRILPEL. The MHC is DRB3_0101 with pseudo-sequence DRB3_0101. The binding affinity (normalized) is 0.801.